Dataset: NCI-60 drug combinations with 297,098 pairs across 59 cell lines. Task: Regression. Given two drug SMILES strings and cell line genomic features, predict the synergy score measuring deviation from expected non-interaction effect. (1) Drug 1: COC1=NC(=NC2=C1N=CN2C3C(C(C(O3)CO)O)O)N. Drug 2: CC1CCC2CC(C(=CC=CC=CC(CC(C(=O)C(C(C(=CC(C(=O)CC(OC(=O)C3CCCCN3C(=O)C(=O)C1(O2)O)C(C)CC4CCC(C(C4)OC)O)C)C)O)OC)C)C)C)OC. Cell line: UO-31. Synergy scores: CSS=5.50, Synergy_ZIP=0.142, Synergy_Bliss=2.00, Synergy_Loewe=-34.5, Synergy_HSA=0.359. (2) Drug 1: CC1=C2C(C(=O)C3(C(CC4C(C3C(C(C2(C)C)(CC1OC(=O)C(C(C5=CC=CC=C5)NC(=O)OC(C)(C)C)O)O)OC(=O)C6=CC=CC=C6)(CO4)OC(=O)C)O)C)O. Drug 2: CC1C(C(CC(O1)OC2CC(OC(C2O)C)OC3=CC4=CC5=C(C(=O)C(C(C5)C(C(=O)C(C(C)O)O)OC)OC6CC(C(C(O6)C)O)OC7CC(C(C(O7)C)O)OC8CC(C(C(O8)C)O)(C)O)C(=C4C(=C3C)O)O)O)O. Cell line: LOX IMVI. Synergy scores: CSS=76.6, Synergy_ZIP=8.72, Synergy_Bliss=10.6, Synergy_Loewe=9.06, Synergy_HSA=9.25. (3) Drug 1: C1=CC(=CC=C1CCCC(=O)O)N(CCCl)CCCl. Drug 2: COC1=C2C(=CC3=C1OC=C3)C=CC(=O)O2. Cell line: SK-OV-3. Synergy scores: CSS=13.1, Synergy_ZIP=-3.91, Synergy_Bliss=-3.50, Synergy_Loewe=-4.70, Synergy_HSA=-4.26. (4) Drug 1: C1=NC2=C(N=C(N=C2N1C3C(C(C(O3)CO)O)F)Cl)N. Drug 2: C#CCC(CC1=CN=C2C(=N1)C(=NC(=N2)N)N)C3=CC=C(C=C3)C(=O)NC(CCC(=O)O)C(=O)O. Cell line: UACC62. Synergy scores: CSS=50.4, Synergy_ZIP=7.65, Synergy_Bliss=1.55, Synergy_Loewe=-26.9, Synergy_HSA=-2.30. (5) Synergy scores: CSS=32.3, Synergy_ZIP=0.253, Synergy_Bliss=-1.73, Synergy_Loewe=-31.1, Synergy_HSA=-0.819. Drug 1: C1=CC(=CC=C1CCC2=CNC3=C2C(=O)NC(=N3)N)C(=O)NC(CCC(=O)O)C(=O)O. Drug 2: CC1=CC2C(CCC3(C2CCC3(C(=O)C)OC(=O)C)C)C4(C1=CC(=O)CC4)C. Cell line: U251. (6) Drug 1: CC1CCC2CC(C(=CC=CC=CC(CC(C(=O)C(C(C(=CC(C(=O)CC(OC(=O)C3CCCCN3C(=O)C(=O)C1(O2)O)C(C)CC4CCC(C(C4)OC)OCCO)C)C)O)OC)C)C)C)OC. Drug 2: C1=NNC2=C1C(=O)NC=N2. Cell line: SK-MEL-5. Synergy scores: CSS=0.0705, Synergy_ZIP=-5.64, Synergy_Bliss=-12.0, Synergy_Loewe=-13.7, Synergy_HSA=-10.4. (7) Drug 1: C1=NC2=C(N=C(N=C2N1C3C(C(C(O3)CO)O)O)F)N. Cell line: SK-MEL-5. Synergy scores: CSS=10.7, Synergy_ZIP=-7.91, Synergy_Bliss=-3.16, Synergy_Loewe=-13.0, Synergy_HSA=-4.57. Drug 2: CCC1=C2CN3C(=CC4=C(C3=O)COC(=O)C4(CC)O)C2=NC5=C1C=C(C=C5)O. (8) Drug 1: CCC1(CC2CC(C3=C(CCN(C2)C1)C4=CC=CC=C4N3)(C5=C(C=C6C(=C5)C78CCN9C7C(C=CC9)(C(C(C8N6C=O)(C(=O)OC)O)OC(=O)C)CC)OC)C(=O)OC)O.OS(=O)(=O)O. Drug 2: C1CCC(C(C1)N)N.C(=O)(C(=O)[O-])[O-].[Pt+4]. Cell line: U251. Synergy scores: CSS=34.8, Synergy_ZIP=-9.23, Synergy_Bliss=-6.55, Synergy_Loewe=-31.1, Synergy_HSA=-5.33. (9) Drug 1: C1=CC(=C2C(=C1NCCNCCO)C(=O)C3=C(C=CC(=C3C2=O)O)O)NCCNCCO. Drug 2: C1=CN(C=N1)CC(O)(P(=O)(O)O)P(=O)(O)O. Cell line: T-47D. Synergy scores: CSS=0.168, Synergy_ZIP=-11.4, Synergy_Bliss=-21.6, Synergy_Loewe=-40.6, Synergy_HSA=-20.4. (10) Drug 1: CN(C)C1=NC(=NC(=N1)N(C)C)N(C)C. Drug 2: C1CCC(C(C1)N)N.C(=O)(C(=O)[O-])[O-].[Pt+4]. Cell line: OVCAR-5. Synergy scores: CSS=-5.26, Synergy_ZIP=5.88, Synergy_Bliss=-6.81, Synergy_Loewe=-32.7, Synergy_HSA=-10.1.